Dataset: Forward reaction prediction with 1.9M reactions from USPTO patents (1976-2016). Task: Predict the product of the given reaction. (1) Given the reactants N1C=CC=CC=1[C:7]1[CH:13]=[CH:12][CH:11]=[CH:10][C:8]=1[NH2:9].[N:14]1[CH:19]=[CH:18][CH:17]=[CH:16][CH:15]=1.[N+:20]([C:23]1[CH:28]=[CH:27][CH:26]=[CH:25][C:24]=1[S:29](Cl)(=[O:31])=[O:30])([O-:22])=[O:21].O, predict the reaction product. The product is: [N:14]1[CH:19]=[CH:18][CH:17]=[CH:16][C:15]=1[C:23]1([N+:20]([O-:22])=[O:21])[CH:28]=[CH:27][CH:26]=[CH:25][CH:24]1[S:29]([NH:9][C:8]1[CH:7]=[CH:13][CH:12]=[CH:11][CH:10]=1)(=[O:30])=[O:31]. (2) Given the reactants [C:1]([O:5][C:6]([NH:8][C:9]1[CH:13]=[CH:12][O:11][N:10]=1)=[O:7])([CH3:4])([CH3:3])[CH3:2].[H-].[Na+].[CH2:16](Br)[CH:17]=[CH2:18], predict the reaction product. The product is: [CH2:18]([N:10]1[CH:9]([NH:8][C:6]([O:5][C:1]([CH3:4])([CH3:2])[CH3:3])=[O:7])[CH:13]=[CH:12][O:11]1)[CH:17]=[CH2:16]. (3) Given the reactants [OH:1][C@@H:2]([CH2:6][C:7]1[CH:12]=[CH:11][C:10]([OH:13])=[C:9]([N+:14]([O-])=O)[CH:8]=1)[C:3]([OH:5])=[O:4].[CH3:17][S:18](Cl)(=[O:20])=[O:19], predict the reaction product. The product is: [OH:1][C@@H:2]([CH2:6][C:7]1[CH:12]=[CH:11][C:10]([OH:13])=[C:9]([NH:14][S:18]([CH3:17])(=[O:20])=[O:19])[CH:8]=1)[C:3]([OH:5])=[O:4]. (4) Given the reactants [C:1]1(=[O:12])[C:10]2[C:5](=[CH:6][CH:7]=[CH:8][CH:9]=2)[C:4](=[O:11])[CH:3]=[CH:2]1.[C:13]([NH:20][CH2:21][CH2:22][CH2:23]C(O)=O)([O:15][C:16]([CH3:19])([CH3:18])[CH3:17])=[O:14].O, predict the reaction product. The product is: [C:16]([O:15][C:13]([NH:20][CH2:21][CH2:22][CH2:23][C:3]1[C:4](=[O:11])[C:5]2[C:10]([C:1](=[O:12])[CH:2]=1)=[CH:9][CH:8]=[CH:7][CH:6]=2)=[O:14])([CH3:19])([CH3:18])[CH3:17]. (5) Given the reactants [NH2:1][C:2]1[C:11]2[CH:10]=[CH:9][C:8]([F:12])=[C:7](Br)[C:6]=2[N:5]=[C:4]2[CH2:14][N:15]([CH:18]3[CH2:21][CH2:20][CH2:19]3)[C:16](=[O:17])[C:3]=12.[CH3:22][O:23][C:24]1[CH:29]=[CH:28][C:27]([O:30][CH3:31])=[CH:26][C:25]=1B(O)O, predict the reaction product. The product is: [NH2:1][C:2]1[C:11]2[CH:10]=[CH:9][C:8]([F:12])=[C:7]([C:28]3[CH:29]=[C:24]([O:23][CH3:22])[CH:25]=[CH:26][C:27]=3[O:30][CH3:31])[C:6]=2[N:5]=[C:4]2[CH2:14][N:15]([CH:18]3[CH2:21][CH2:20][CH2:19]3)[C:16](=[O:17])[C:3]=12.